Task: Predict the reaction yield, written as a fraction of the theoretical maximum amount of product (1.0 means a 100% yield; for example, 0.34 means a 34% yield).. Dataset: Reaction yield outcomes from USPTO patents with 853,638 reactions (1) The reactants are Cl[C:2]1[N:7]2[N:8]=[CH:9][C:10]([C:11]([O:13][CH2:14][CH3:15])=[O:12])=[C:6]2[N:5]=[CH:4][C:3]=1[C:16]([N:18]1[CH2:23][CH2:22][CH:21]([C:24]2[CH:29]=[CH:28][CH:27]=[CH:26][CH:25]=2)[CH2:20][CH2:19]1)=[O:17].[NH2:30][C:31]1[C:35]([CH3:36])=[CH:34][S:33][CH:32]=1. No catalyst specified. The product is [CH2:14]([O:13][C:11]([C:10]1[CH:9]=[N:8][N:7]2[C:2]([NH:30][C:31]3[C:35]([CH3:36])=[CH:34][S:33][CH:32]=3)=[C:3]([C:16]([N:18]3[CH2:23][CH2:22][CH:21]([C:24]4[CH:29]=[CH:28][CH:27]=[CH:26][CH:25]=4)[CH2:20][CH2:19]3)=[O:17])[CH:4]=[N:5][C:6]=12)=[O:12])[CH3:15]. The yield is 0.420. (2) The reactants are Cl[C:2]1[N:3]=[CH:4][C:5]2[CH:6]=[CH:7][C:8]3[C:14]4[C:15](=[O:18])[CH2:16][CH2:17][C:13]=4[NH:12][C:9]=3[C:10]=2[CH:11]=1.[F:19][C:20]1[CH:26]=[CH:25][C:24](B2OC(C)(C)C(C)(C)O2)=[CH:23][C:21]=1[NH2:22]. The catalyst is C(O)(C)C.Cl[Pd](Cl)([P](C1C=CC=CC=1)(C1C=CC=CC=1)C1C=CC=CC=1)[P](C1C=CC=CC=1)(C1C=CC=CC=1)C1C=CC=CC=1. The product is [NH2:22][C:21]1[CH:23]=[C:24]([C:2]2[N:3]=[CH:4][C:5]3[CH:6]=[CH:7][C:8]4[C:14]5[C:15](=[O:18])[CH2:16][CH2:17][C:13]=5[NH:12][C:9]=4[C:10]=3[CH:11]=2)[CH:25]=[CH:26][C:20]=1[F:19]. The yield is 0.160.